The task is: Predict the product of the given reaction.. This data is from Forward reaction prediction with 1.9M reactions from USPTO patents (1976-2016). (1) Given the reactants [Br:1]Br.[NH2:3][C:4]1[C:9]([F:10])=[C:8]([C:11]2[CH:16]=[CH:15][C:14]([Si](C)(C)C)=[CH:13][CH:12]=2)[N:7]=[C:6]([C:21]([O:23][CH3:24])=[O:22])[C:5]=1[Cl:25], predict the reaction product. The product is: [NH2:3][C:4]1[C:9]([F:10])=[C:8]([C:11]2[CH:16]=[CH:15][C:14]([Br:1])=[CH:13][CH:12]=2)[N:7]=[C:6]([C:21]([O:23][CH3:24])=[O:22])[C:5]=1[Cl:25]. (2) Given the reactants [F:1][CH2:2][C:3]([C:7]1[CH:11]=[C:10]([NH2:12])[O:9][N:8]=1)([CH3:6])[CH2:4][F:5].Cl[C:14]([O:16][C:17]1[CH:22]=[CH:21][CH:20]=[CH:19][CH:18]=1)=[O:15].C([O-])([O-])=O.[K+].[K+], predict the reaction product. The product is: [F:1][CH2:2][C:3]([C:7]1[CH:11]=[C:10]([NH:12][C:14](=[O:15])[O:16][C:17]2[CH:22]=[CH:21][CH:20]=[CH:19][CH:18]=2)[O:9][N:8]=1)([CH3:6])[CH2:4][F:5].